From a dataset of Full USPTO retrosynthesis dataset with 1.9M reactions from patents (1976-2016). Predict the reactants needed to synthesize the given product. (1) Given the product [C:1]([C:4]1[C:12]2[C:7](=[CH:8][CH:9]=[C:10]([C:13]([O:15][CH3:16])=[O:14])[CH:11]=2)[N:6]([CH2:17][C:18]([N:40]2[CH2:41][C@H:42]([F:44])[CH2:43][C@H:39]2[C:37](=[O:38])[NH:36][CH2:35][C:34]2[CH:45]=[CH:46][CH:47]=[C:32]([Cl:31])[C:33]=2[F:48])=[O:20])[CH:5]=1)(=[O:3])[CH3:2], predict the reactants needed to synthesize it. The reactants are: [C:1]([C:4]1[C:12]2[C:7](=[CH:8][CH:9]=[C:10]([C:13]([O:15][CH3:16])=[O:14])[CH:11]=2)[N:6]([CH2:17][C:18]([OH:20])=O)[CH:5]=1)(=[O:3])[CH3:2].CCN(C(C)C)C(C)C.Cl.[Cl:31][C:32]1[C:33]([F:48])=[C:34]([CH:45]=[CH:46][CH:47]=1)[CH2:35][NH:36][C:37]([C@@H:39]1[CH2:43][C@@H:42]([F:44])[CH2:41][NH:40]1)=[O:38].CN(C(ON1N=NC2C=CC=NC1=2)=[N+](C)C)C.F[P-](F)(F)(F)(F)F. (2) Given the product [Cl:26][C:22]1[C:21]([F:27])=[C:20]([CH:25]=[CH:24][CH:23]=1)[CH2:19][C:11]1[CH:10]=[C:9]2[C:14]([C:15](=[O:16])[C:6]([C:4]([OH:5])=[O:3])=[CH:7][N:8]2[C@H:28]([CH2:32][OH:33])[CH:29]([CH3:31])[CH3:30])=[N:13][C:12]=1[O:17][CH3:18], predict the reactants needed to synthesize it. The reactants are: C([O:3][C:4]([C:6]1[C:15](=[O:16])[C:14]2[C:9](=[CH:10][C:11]([CH2:19][C:20]3[CH:25]=[CH:24][CH:23]=[C:22]([Cl:26])[C:21]=3[F:27])=[C:12]([O:17][CH3:18])[N:13]=2)[N:8]([C@H:28]([C:32](C)(C)[O:33][SiH2]C(C)(C)C)[CH:29]([CH3:31])[CH3:30])[CH:7]=1)=[O:5])C.C[O-].[Na+]. (3) The reactants are: [NH2:1][CH2:2][C@@H:3]1[CH2:8][C@H:7]2[C@H:5]([CH2:6]2)[N:4]1[C:9]([C:11]1[N:12]=[C:13]([CH3:23])[S:14][C:15]=1[C:16]1[CH:21]=[CH:20][CH:19]=[C:18]([F:22])[CH:17]=1)=[O:10].[F:24][C:25]1[CH:26]=[C:27]2[C:31](=[CH:32][CH:33]=1)[NH:30][C:29]([C:34](O)=[O:35])=[CH:28]2. Given the product [F:22][C:18]1[CH:17]=[C:16]([C:15]2[S:14][C:13]([CH3:23])=[N:12][C:11]=2[C:9]([N:4]2[C@H:3]([CH2:2][NH:1][C:34]([C:29]3[NH:30][C:31]4[C:27]([CH:28]=3)=[CH:26][C:25]([F:24])=[CH:33][CH:32]=4)=[O:35])[CH2:8][C@H:7]3[C@@H:5]2[CH2:6]3)=[O:10])[CH:21]=[CH:20][CH:19]=1, predict the reactants needed to synthesize it. (4) Given the product [ClH:33].[O:26]=[C:25]([C:27]1[CH:32]=[CH:31][CH:30]=[CH:29][CH:28]=1)[CH2:24][N:1]1[CH2:2][CH2:3][CH:4]([CH2:7][CH2:8][C:9]([C:11]2[CH:12]=[C:13]3[C:18]4=[C:19]([CH2:21][CH2:22][N:17]4[C:16](=[O:23])[CH2:15][CH2:14]3)[CH:20]=2)=[O:10])[CH2:5][CH2:6]1, predict the reactants needed to synthesize it. The reactants are: [NH:1]1[CH2:6][CH2:5][CH:4]([CH2:7][CH2:8][C:9]([C:11]2[CH:12]=[C:13]3[C:18]4=[C:19]([CH2:21][CH2:22][N:17]4[C:16](=[O:23])[CH2:15][CH2:14]3)[CH:20]=2)=[O:10])[CH2:3][CH2:2]1.[CH2:24]([Cl:33])[C:25]([C:27]1[CH:32]=[CH:31][CH:30]=[CH:29][CH:28]=1)=[O:26]. (5) Given the product [ClH:31].[NH:21]1[CH2:22][CH2:23][CH:18]([CH2:17][O:16][C:13]2[CH:14]=[CH:15][C:10]([C:7]3[CH:6]=[CH:5][C:4]([C:1](=[O:3])[CH3:2])=[CH:9][CH:8]=3)=[CH:11][CH:12]=2)[CH2:19][CH2:20]1, predict the reactants needed to synthesize it. The reactants are: [C:1]([C:4]1[CH:9]=[CH:8][C:7]([C:10]2[CH:15]=[CH:14][C:13]([O:16][CH2:17][CH:18]3[CH2:23][CH2:22][N:21](C(OC(C)(C)C)=O)[CH2:20][CH2:19]3)=[CH:12][CH:11]=2)=[CH:6][CH:5]=1)(=[O:3])[CH3:2].[ClH:31]. (6) Given the product [NH2:1][C:2]1[C:11]2[N:12]=[C:13]([CH2:20][CH3:21])[N:14]([CH2:15][C:16]([CH3:17])([OH:19])[CH3:18])[C:10]=2[C:9]2[CH:8]=[CH:7][C:6]([CH2:22][CH2:23][C:24](=[O:26])[N:50]3[CH2:51][CH2:52][S:48][CH2:49]3)=[CH:5][C:4]=2[N:3]=1, predict the reactants needed to synthesize it. The reactants are: [NH2:1][C:2]1[C:11]2[N:12]=[C:13]([CH2:20][CH3:21])[N:14]([CH2:15][C:16]([OH:19])([CH3:18])[CH3:17])[C:10]=2[C:9]2[CH:8]=[CH:7][C:6]([CH2:22][CH2:23][C:24]([OH:26])=O)=[CH:5][C:4]=2[N:3]=1.ON1C2C=CC=CC=2N=N1.CN(C)CCCN=C=NCC.[S:48]1[CH2:52][CH2:51][NH:50][CH2:49]1.